Dataset: Forward reaction prediction with 1.9M reactions from USPTO patents (1976-2016). Task: Predict the product of the given reaction. (1) Given the reactants O=C(Cl)[O:3][C:4](Cl)(Cl)Cl.[N+:9]([C:12]1[CH:13]=[C:14]([CH:16]=[CH:17][C:18]=1[CH:19]([CH3:21])[CH3:20])[NH2:15])([O-:11])=[O:10].C[O:23][C:24](=O)[C:25]([CH3:35])([NH:27][CH2:28][C:29]1[CH:34]=[CH:33][N:32]=[CH:31][CH:30]=1)[CH3:26], predict the reaction product. The product is: [CH:19]([C:18]1[CH:17]=[CH:16][C:14]([N:15]2[C:24](=[O:23])[C:25]([CH3:35])([CH3:26])[N:27]([CH2:28][C:29]3[CH:30]=[CH:31][N:32]=[CH:33][CH:34]=3)[C:4]2=[O:3])=[CH:13][C:12]=1[N+:9]([O-:11])=[O:10])([CH3:21])[CH3:20]. (2) Given the reactants [Cl:1][C:2]1[N:7]=[C:6]([Cl:8])[N:5]=[C:4](Cl)[N:3]=1.[CH3:10][Mg]Br, predict the reaction product. The product is: [Cl:1][C:2]1[N:7]=[C:6]([Cl:8])[N:5]=[C:4]([CH3:10])[N:3]=1. (3) The product is: [NH2:34][C:33]1[N:47]([CH3:46])[N:48]=[C:31]([C:37]2[CH:42]=[CH:41][C:40]([N+:43]([O-:45])=[O:44])=[CH:39][CH:38]=2)[C:32]=1[C:35]#[N:36]. Given the reactants [N+](C1C=CC(C(O)=O)=CC=1)([O-])=O.[Cl-].[H-].[Na+].Cl.C([O-])(O)=O.[Na+].S(OC)(OC)(=O)=O.CO[C:31]([C:37]1[CH:42]=[CH:41][C:40]([N+:43]([O-:45])=[O:44])=[CH:39][CH:38]=1)=[C:32]([C:35]#[N:36])[C:33]#[N:34].[CH3:46][NH:47][NH2:48], predict the reaction product. (4) Given the reactants [CH3:1][C:2]1[CH:28]=[C:27]([CH3:29])[CH:26]=[CH:25][C:3]=1[CH2:4][N:5]1[C:13]([C:14]2[CH:19]=[CH:18][C:17]([F:20])=[CH:16][CH:15]=2)=[C:12]2[C:7]([C:8]([C:21](OC)=[O:22])=[CH:9][CH:10]=[CH:11]2)=[N:6]1.[Al].[Li].[H-].[OH-].[Na+].[O-]S([O-])(=O)=O.[Na+].[Na+], predict the reaction product. The product is: [CH3:1][C:2]1[CH:28]=[C:27]([CH3:29])[CH:26]=[CH:25][C:3]=1[CH2:4][N:5]1[C:13]([C:14]2[CH:15]=[CH:16][C:17]([F:20])=[CH:18][CH:19]=2)=[C:12]2[C:7]([C:8]([CH2:21][OH:22])=[CH:9][CH:10]=[CH:11]2)=[N:6]1. (5) Given the reactants [O:1]1[C:5]2[CH:6]=[CH:7][C:8]([C@H:10]([CH2:15][C:16]([O:18][CH2:19][CH3:20])=[O:17])[CH2:11][C:12](O)=[O:13])=[CH:9][C:4]=2[O:3][CH2:2]1.C(Cl)(=O)C([Cl:24])=O.CN(C)C=O, predict the reaction product. The product is: [O:1]1[C:5]2[CH:6]=[CH:7][C:8]([C@H:10]([CH2:11][C:12]([Cl:24])=[O:13])[CH2:15][C:16]([O:18][CH2:19][CH3:20])=[O:17])=[CH:9][C:4]=2[O:3][CH2:2]1.